From a dataset of Catalyst prediction with 721,799 reactions and 888 catalyst types from USPTO. Predict which catalyst facilitates the given reaction. (1) Reactant: [NH2:1][CH2:2][CH:3]1[N:8]2[N:9]=[C:10]([C:14]3[CH:19]=[CH:18][C:17]([O:20][C:21]4[CH:26]=[CH:25][CH:24]=[CH:23][CH:22]=4)=[CH:16][CH:15]=3)[C:11]([C:12]#[N:13])=[C:7]2[NH:6][CH2:5][CH2:4]1.CS(C)=[O:29].[OH-].[Na+].OO. Product: [NH2:1][CH2:2][CH:3]1[N:8]2[N:9]=[C:10]([C:14]3[CH:19]=[CH:18][C:17]([O:20][C:21]4[CH:26]=[CH:25][CH:24]=[CH:23][CH:22]=4)=[CH:16][CH:15]=3)[C:11]([C:12]([NH2:13])=[O:29])=[C:7]2[NH:6][CH2:5][CH2:4]1. The catalyst class is: 14. (2) Reactant: C(OC[N:5]1[C:13]2[C:12](=[O:14])[N:11]([CH2:15][CH2:16][CH2:17][CH2:18][C@H:19]([OH:21])[CH3:20])[C:10](=[O:22])[N:9]([CH3:23])[C:8]=2[N:7]=[C:6]1[S:24][CH3:25])C.Cl. Product: [OH:21][C@H:19]([CH3:20])[CH2:18][CH2:17][CH2:16][CH2:15][N:11]1[C:12](=[O:14])[C:13]2[NH:5][C:6]([S:24][CH3:25])=[N:7][C:8]=2[N:9]([CH3:23])[C:10]1=[O:22]. The catalyst class is: 8. (3) Product: [Cl:1][C:2]1[C:11]([C:12]([NH:14][CH2:15][CH:16]([CH3:19])[CH2:17][Cl:26])=[O:13])=[C:10]([S:20]([CH3:23])(=[O:22])=[O:21])[CH:9]=[CH:8][C:3]=1[C:4]([O:6][CH3:7])=[O:5]. The catalyst class is: 4. Reactant: [Cl:1][C:2]1[C:11]([C:12]([NH:14][CH2:15][CH:16]([CH3:19])[CH2:17]O)=[O:13])=[C:10]([S:20]([CH3:23])(=[O:22])=[O:21])[CH:9]=[CH:8][C:3]=1[C:4]([O:6][CH3:7])=[O:5].S(Cl)([Cl:26])=O. (4) Reactant: [CH:1]1[CH:2]=[CH:3][C:4]2[S:9][CH:8]=[CH:7][C:5]=2[CH:6]=1.CC([O-])(C)C.[K+].[SiH:16]([CH2:21][CH3:22])([CH2:19][CH3:20])[CH2:17][CH3:18]. Product: [S:9]1[CH:8]=[C:7]([Si:16]([CH2:21][CH3:22])([CH2:19][CH3:20])[CH2:17][CH3:18])[C:5]2[CH:6]=[CH:1][CH:2]=[CH:3][C:4]1=2. The catalyst class is: 7. (5) Reactant: [Cl:1][C:2]1[CH:7]=[C:6]([C:8]#[C:9][C:10]2[N:14]=[C:13]([CH3:15])[N:12]([C:16]3[CH:21]=[CH:20][C:19]([F:22])=[CH:18][CH:17]=3)[C:11]=2[CH:23]=[O:24])[CH:5]=[CH:4][N:3]=1.[BH4-].[Na+]. Product: [Cl:1][C:2]1[CH:7]=[C:6]([C:8]#[C:9][C:10]2[N:14]=[C:13]([CH3:15])[N:12]([C:16]3[CH:21]=[CH:20][C:19]([F:22])=[CH:18][CH:17]=3)[C:11]=2[CH2:23][OH:24])[CH:5]=[CH:4][N:3]=1. The catalyst class is: 5. (6) Reactant: C[Li].[CH2:3](OCC)C.CON(C)[C:11]([C@H:13]1[CH2:17][C@@H:16]([OH:18])[CH2:15][N:14]1[C:19]1[C:33]([O:34][C:35]2[CH:36]=[N:37][C:38]([S:41]([CH2:44][CH3:45])(=[O:43])=[O:42])=[CH:39][CH:40]=2)=[CH:32][C:22]2[N:23]=[C:24]([C:26]3[CH:31]=[CH:30][CH:29]=[CH:28][N:27]=3)[NH:25][C:21]=2[CH:20]=1)=[O:12].[Cl-].[NH4+]. The catalyst class is: 7. Product: [CH2:44]([S:41]([C:38]1[N:37]=[CH:36][C:35]([O:34][C:33]2[C:19]([N:14]3[CH2:15][C@H:16]([OH:18])[CH2:17][C@@H:13]3[C:11](=[O:12])[CH3:3])=[CH:20][C:21]3[NH:25][C:24]([C:26]4[CH:31]=[CH:30][CH:29]=[CH:28][N:27]=4)=[N:23][C:22]=3[CH:32]=2)=[CH:40][CH:39]=1)(=[O:42])=[O:43])[CH3:45]. (7) Reactant: [N+:1]([C:4]1[CH:5]=[CH:6][C:7]([C:11]([F:17])([F:16])[C:12]([F:15])([F:14])[F:13])=[C:8]([OH:10])[CH:9]=1)([O-:3])=[O:2].[CH:35]1[CH:36]=[CH:31]C(P([C:31]2[CH:36]=[CH:35][CH:34]=[CH:33]C=2)[C:35]2[CH:36]=[CH:31]C=[CH:33][CH:34]=2)=[CH:33][CH:34]=1.[CH3:49][CH:48]([O:47][C:45](/[N:44]=[N:44]/[C:45]([O:47][CH:48]([CH3:50])[CH3:49])=[O:46])=[O:46])[CH3:50].[CH2:51]1COCC1. Product: [C:48]([O:47][C:45]([N:44]1[CH2:33][CH2:34][CH2:35][C@H:36]1[CH2:31][O:10][C:8]1[CH:9]=[C:4]([N+:1]([O-:3])=[O:2])[CH:5]=[CH:6][C:7]=1[C:11]([F:16])([F:17])[C:12]([F:13])([F:14])[F:15])=[O:46])([CH3:50])([CH3:51])[CH3:49]. The catalyst class is: 25. (8) Reactant: [Cl:1][C:2]1[C:3](=[O:10])[N:4]([CH3:9])[N:5]=[CH:6][C:7]=1Cl.Cl.[CH:12]1([N:16]2[CH2:22][CH2:21][C:20]3[CH:23]=[C:24]([OH:27])[CH:25]=[CH:26][C:19]=3[CH2:18][CH2:17]2)[CH2:15][CH2:14][CH2:13]1.C(=O)([O-])[O-].[K+].[K+]. Product: [Cl:1][C:2]1[C:3](=[O:10])[N:4]([CH3:9])[N:5]=[CH:6][C:7]=1[O:27][C:24]1[CH:25]=[CH:26][C:19]2[CH2:18][CH2:17][N:16]([CH:12]3[CH2:13][CH2:14][CH2:15]3)[CH2:22][CH2:21][C:20]=2[CH:23]=1. The catalyst class is: 3.